Dataset: Forward reaction prediction with 1.9M reactions from USPTO patents (1976-2016). Task: Predict the product of the given reaction. (1) Given the reactants [F:1][C:2]1[C:10]([F:11])=[C:9]([CH3:12])[CH:8]=[CH:7][C:3]=1[C:4]([OH:6])=[O:5].C(OC(O[C:16]([CH3:19])([CH3:18])[CH3:17])=O)(O[C:16]([CH3:19])([CH3:18])[CH3:17])=O, predict the reaction product. The product is: [C:16]([O:5][C:4](=[O:6])[C:3]1[CH:7]=[CH:8][C:9]([CH3:12])=[C:10]([F:11])[C:2]=1[F:1])([CH3:19])([CH3:18])[CH3:17]. (2) Given the reactants FC(F)(F)C(O)=O.COC1C=CC(C[O:15][C:16]2[N:21]=[C:20]([C:22]3[CH:35]=[CH:34][CH:33]=[C:32]4[C:23]=3[S:24][C:25]3[CH:26]=[CH:27][C:28]([NH:36][CH:37]([CH:45]5[CH2:50][CH2:49][N:48]([CH3:51])[CH2:47][CH2:46]5)[C:38]5[CH:43]=[CH:42][C:41]([CH3:44])=[CH:40][N:39]=5)=[CH:29][C:30]=3[S:31]4)[CH:19]=[C:18]([N:52]3[CH2:57][CH2:56][O:55][CH2:54][CH2:53]3)[CH:17]=2)=CC=1.C(=O)([O-])O.[Na+], predict the reaction product. The product is: [CH3:51][N:48]1[CH2:49][CH2:50][CH:45]([CH:37]([NH:36][C:28]2[CH:29]=[C:30]3[C:25](=[CH:26][CH:27]=2)[S:24][C:23]2[C:22]([C:20]4[NH:21][C:16](=[O:15])[CH:17]=[C:18]([N:52]5[CH2:53][CH2:54][O:55][CH2:56][CH2:57]5)[CH:19]=4)=[CH:35][CH:34]=[CH:33][C:32]=2[S:31]3)[C:38]2[CH:43]=[CH:42][C:41]([CH3:44])=[CH:40][N:39]=2)[CH2:46][CH2:47]1. (3) Given the reactants [Cl:1][C:2]1[CH:7]=[C:6]([CH3:8])[C:5]([N+:9]([O-:11])=[O:10])=[CH:4][N:3]=1.OO.NC(N)=[O:16].FC(F)(F)C(OC(=O)C(F)(F)F)=O, predict the reaction product. The product is: [Cl:1][C:2]1[CH:7]=[C:6]([CH3:8])[C:5]([N+:9]([O-:11])=[O:10])=[CH:4][N+:3]=1[O-:16].